From a dataset of hERG Central: cardiac toxicity at 1µM, 10µM, and general inhibition. Predict hERG channel inhibition at various concentrations. (1) The drug is COc1ccc(CN2CCN(C(=O)c3ccco3)CC2)cc1OCc1ccccc1. Results: hERG_inhib (hERG inhibition (general)): blocker. (2) The drug is COc1cccc(-c2cccc(NC(=O)C3CCN(C4CCC4)CC3)c2)c1. Results: hERG_inhib (hERG inhibition (general)): blocker. (3) The drug is Cc1cc(C(=O)NCCCN2CCN(c3cc(Cl)ccc3C)CC2)n(-c2ccccc2)n1. Results: hERG_inhib (hERG inhibition (general)): blocker. (4) The compound is CC(C)CN1CCN(Cc2cccn2-c2ccccn2)CC1CCO. Results: hERG_inhib (hERG inhibition (general)): blocker. (5) The compound is C=CCn1c(SCc2ccc(C#N)cc2)nnc1-c1cccc(OC)c1. Results: hERG_inhib (hERG inhibition (general)): blocker.